The task is: Regression. Given a peptide amino acid sequence and an MHC pseudo amino acid sequence, predict their binding affinity value. This is MHC class II binding data.. This data is from Peptide-MHC class II binding affinity with 134,281 pairs from IEDB. The peptide sequence is VNMISRMLINRFTMR. The MHC is DRB1_1101 with pseudo-sequence DRB1_1101. The binding affinity (normalized) is 0.840.